Dataset: Full USPTO retrosynthesis dataset with 1.9M reactions from patents (1976-2016). Task: Predict the reactants needed to synthesize the given product. Given the product [CH3:5][O:23][C:22]1[N:14]([C:8]2[CH:9]=[CH:10][CH:11]=[CH:12][CH:13]=2)[N:15]=[C:16]2[C:21]=1[C@H:20]1[C:24]([CH3:26])([CH3:25])[C@:17]2([CH3:27])[CH2:18][CH2:19]1.[CH3:5][N:15]1[C:16]2[C@:17]3([CH3:27])[C:24]([CH3:26])([CH3:25])[C@@H:20]([CH2:19][CH2:18]3)[C:21]=2[C:22](=[O:23])[N:14]1[C:8]1[CH:9]=[CH:10][CH:11]=[CH:12][CH:13]=1, predict the reactants needed to synthesize it. The reactants are: S(OC)(O[CH3:5])(=O)=O.[C:8]1([N:14]2[C:22](=[O:23])[C:21]3[C@H:20]4[C:24]([CH3:26])([CH3:25])[C@:17]([CH3:27])([CH2:18][CH2:19]4)[C:16]=3[NH:15]2)[CH:13]=[CH:12][CH:11]=[CH:10][CH:9]=1.